From a dataset of hERG Central: cardiac toxicity at 1µM, 10µM, and general inhibition. Predict hERG channel inhibition at various concentrations. (1) The molecule is Brc1cccc(-c2nnc3sc(CNCc4ccco4)cn23)c1. Results: hERG_inhib (hERG inhibition (general)): blocker. (2) Results: hERG_inhib (hERG inhibition (general)): blocker. The drug is O=C(/C=C/c1ccc(Cl)cc1)NCCCn1ccnc1. (3) The drug is CN(C)c1ccc(C(=O)NCC2(N3CCCCC3)CCCCC2)cc1. Results: hERG_inhib (hERG inhibition (general)): blocker. (4) The compound is Cc1ccc2c(c1)cc(CN(Cc1cccnc1)C(=O)NCc1ccccc1)c1nnnn12. Results: hERG_inhib (hERG inhibition (general)): blocker. (5) The molecule is Cn1c(SCCc2ccc([N+](=O)[O-])cc2)nccc1=O. Results: hERG_inhib (hERG inhibition (general)): blocker. (6) The drug is CCCCNC(=O)[C@H](CSCc1ccccc1)N1Cc2ccccc2C1=O. Results: hERG_inhib (hERG inhibition (general)): blocker. (7) The molecule is O=C(CSc1nc2ccccc2c(=O)n1CCCN1CCOCC1)NC12CC3CC(CC(C3)C1)C2. Results: hERG_inhib (hERG inhibition (general)): blocker.